From a dataset of Forward reaction prediction with 1.9M reactions from USPTO patents (1976-2016). Predict the product of the given reaction. (1) Given the reactants [C:1]([C:3]1[CH:4]=[C:5]([CH2:10][CH2:11][C:12]([OH:14])=O)[CH:6]=[CH:7][C:8]=1[F:9])#[N:2].CN(C=O)C.C(Cl)(=O)C([Cl:23])=O, predict the reaction product. The product is: [C:1]([C:3]1[CH:4]=[C:5]([CH2:10][CH2:11][C:12]([Cl:23])=[O:14])[CH:6]=[CH:7][C:8]=1[F:9])#[N:2]. (2) Given the reactants [Br:1][C:2]1[CH:7]=[CH:6][N:5]=[C:4]2[N:8]([S:12]([C:15]3[CH:20]=[CH:19][CH:18]=[CH:17][CH:16]=3)(=[O:14])=[O:13])[C:9]([CH3:11])=[CH:10][C:3]=12.[Li+].CC([N-]C(C)C)C.CCCCCCC.C1C[O:39]CC1.C(C1C=CC=CC=1)C.C=O.[Cl-].[NH4+], predict the reaction product. The product is: [Br:1][C:2]1[CH:7]=[CH:6][N:5]=[C:4]2[N:8]([S:12]([C:15]3[CH:16]=[CH:17][CH:18]=[CH:19][CH:20]=3)(=[O:14])=[O:13])[C:9]([CH2:11][OH:39])=[CH:10][C:3]=12. (3) Given the reactants [C:1]([O:5][C:6]([N:8]1[CH2:13][CH:12]=[C:11](B2OC(C)(C)C(C)(C)O2)[CH2:10][CH2:9]1)=[O:7])([CH3:4])([CH3:3])[CH3:2].Br[C:24]1[S:28][C:27]([C:29]2[CH:30]=[CH:31][C:32]3[CH2:39][CH:38]4[C:40]5([CH2:44][N:43]([CH2:45][C:46]([F:49])([F:48])[F:47])[S:42](=[O:51])(=[O:50])[NH:41]5)[CH:35]([CH2:36][CH2:37]4)[CH2:34][C:33]=3[CH:52]=2)=[N:26][CH:25]=1, predict the reaction product. The product is: [C:1]([O:5][C:6]([N:8]1[CH2:13][CH:12]=[C:11]([C:24]2[S:28][C:27]([C:29]3[CH:30]=[CH:31][C:32]4[CH2:39][CH:38]5[C:40]6([CH2:44][N:43]([CH2:45][C:46]([F:47])([F:48])[F:49])[S:42](=[O:51])(=[O:50])[NH:41]6)[CH:35]([CH2:36][CH2:37]5)[CH2:34][C:33]=4[CH:52]=3)=[N:26][CH:25]=2)[CH2:10][CH2:9]1)=[O:7])([CH3:2])([CH3:3])[CH3:4]. (4) The product is: [Cl:32][C:21]1[C:22]([NH:24][CH2:25][CH2:26][NH:27][S:28]([CH3:31])(=[O:30])=[O:29])=[N:23][C:18]([NH:16][C:13]2[CH:14]=[CH:15][C:8]3[CH2:7][CH2:6][N:5]([CH2:4][CH2:3][O:2][CH3:1])[CH2:11][CH2:10][C:9]=3[CH:12]=2)=[N:19][CH:20]=1. Given the reactants [CH3:1][O:2][CH2:3][CH2:4][N:5]1[CH2:11][CH2:10][C:9]2[CH:12]=[C:13]([NH2:16])[CH:14]=[CH:15][C:8]=2[CH2:7][CH2:6]1.Cl[C:18]1[N:23]=[C:22]([NH:24][CH2:25][CH2:26][NH:27][S:28]([CH3:31])(=[O:30])=[O:29])[C:21]([Cl:32])=[CH:20][N:19]=1, predict the reaction product. (5) The product is: [CH3:1][O:2][C:3](=[O:20])[CH2:4][C:5]1[CH:10]=[CH:9][CH:8]=[C:7]([NH:11][C:12]([C:14]2[O:15][C:16]([C:22]3[O:21][CH:25]=[CH:24][CH:23]=3)=[CH:17][CH:18]=2)=[O:13])[CH:6]=1. Given the reactants [CH3:1][O:2][C:3](=[O:20])[CH2:4][C:5]1[CH:10]=[CH:9][CH:8]=[C:7]([NH:11][C:12]([C:14]2[O:15][C:16](Br)=[CH:17][CH:18]=2)=[O:13])[CH:6]=1.[O:21]1[CH:25]=[CH:24][CH:23]=[C:22]1B(O)O, predict the reaction product. (6) Given the reactants [I:1][C:2]1[C:7]([CH:8]([OH:13])[C:9]([O:11][CH3:12])=[O:10])=[C:6]([CH3:14])[N:5]=[C:4]2[S:15][C:16]3[CH2:21][CH2:20][CH2:19][CH2:18][C:17]=3[C:3]=12.C(O[C:26]([CH3:29])([CH3:28])[CH3:27])(=O)C.Cl(O)(=O)(=O)=O, predict the reaction product. The product is: [I:1][C:2]1[C:7]([CH:8]([O:13][C:26]([CH3:29])([CH3:28])[CH3:27])[C:9]([O:11][CH3:12])=[O:10])=[C:6]([CH3:14])[N:5]=[C:4]2[S:15][C:16]3[CH2:21][CH2:20][CH2:19][CH2:18][C:17]=3[C:3]=12.